This data is from Reaction yield outcomes from USPTO patents with 853,638 reactions. The task is: Predict the reaction yield, written as a fraction of the theoretical maximum amount of product (1.0 means a 100% yield; for example, 0.34 means a 34% yield). The reactants are C(NC(C)C)(C)C.[Li]CCCC.CN(P(N(C)C)(N(C)C)=O)C.[S:24]1[CH:28]=[CH:27][C:26]([C:29]([OH:31])=[O:30])=[CH:25]1.CON(C)[C:35]([C:37]1[CH:42]=[CH:41][N:40]=[CH:39][CH:38]=1)=[O:36]. The catalyst is C1COCC1. The product is [C:35]([C:25]1[S:24][CH:28]=[CH:27][C:26]=1[C:29]([OH:31])=[O:30])(=[O:36])[C:37]1[CH:42]=[CH:41][N:40]=[CH:39][CH:38]=1. The yield is 0.400.